From a dataset of Reaction yield outcomes from USPTO patents with 853,638 reactions. Predict the reaction yield, written as a fraction of the theoretical maximum amount of product (1.0 means a 100% yield; for example, 0.34 means a 34% yield). (1) The reactants are [Br:1][C:2]1[CH:7]=[C:6]([CH2:8][CH3:9])[C:5]([NH:10][C:11](=O)[C:12]2[CH:17]=[CH:16][CH:15]=[CH:14][CH:13]=2)=[C:4]([CH2:19][CH3:20])[CH:3]=1.P(Cl)(Cl)(Cl)(Cl)Cl.P(Cl)(Cl)(Cl)=O.CO[CH:34](OC)[CH2:35][NH2:36].Cl. The catalyst is CC(O)C. The product is [Br:1][C:2]1[CH:7]=[C:6]([CH2:8][CH3:9])[C:5]([N:10]2[CH:34]=[CH:35][N:36]=[C:11]2[C:12]2[CH:17]=[CH:16][CH:15]=[CH:14][CH:13]=2)=[C:4]([CH2:19][CH3:20])[CH:3]=1. The yield is 0.830. (2) The reactants are [C@H:1]1([NH:11][C:12]2[N:17]=[C:16]([NH2:18])[N:15]=[CH:14][N:13]=2)[C:10]2[C:5](=[CH:6][CH:7]=[CH:8][CH:9]=2)[CH2:4][CH2:3][CH2:2]1.[C:19](OC(=O)C)(=[O:21])[CH3:20]. The catalyst is O. The product is [C@H:1]1([NH:11][C:12]2[N:13]=[CH:14][N:15]=[C:16]([NH:18][C:19](=[O:21])[CH3:20])[N:17]=2)[C:10]2[C:5](=[CH:6][CH:7]=[CH:8][CH:9]=2)[CH2:4][CH2:3][CH2:2]1. The yield is 0.430. (3) The reactants are Br[C:2]1[CH:7]=[C:6]([Cl:8])[N:5]=[C:4]([Cl:9])[CH:3]=1.[C:10]1(B(O)O)[CH:15]=[CH:14][CH:13]=[CH:12][CH:11]=1.O1CCOCC1.C(=O)([O-])[O-].[Na+].[Na+]. The catalyst is O.Cl[Pd](Cl)([P](C1C=CC=CC=1)(C1C=CC=CC=1)C1C=CC=CC=1)[P](C1C=CC=CC=1)(C1C=CC=CC=1)C1C=CC=CC=1. The product is [Cl:8][C:6]1[CH:7]=[C:2]([C:10]2[CH:15]=[CH:14][CH:13]=[CH:12][CH:11]=2)[CH:3]=[C:4]([Cl:9])[N:5]=1. The yield is 0.267. (4) The reactants are O.[OH-].[Li+].[Br:4][C:5]1[CH:14]=[C:13]([C:15]([NH:17][CH2:18][C:19]2[CH:24]=[CH:23][CH:22]=[C:21]([OH:25])[CH:20]=2)=[O:16])[CH:12]=[CH:11][C:6]=1[C:7]([O:9]C)=[O:8]. The catalyst is O.O1CCCC1.CO. The product is [Br:4][C:5]1[CH:14]=[C:13]([C:15]([NH:17][CH2:18][C:19]2[CH:24]=[CH:23][CH:22]=[C:21]([OH:25])[CH:20]=2)=[O:16])[CH:12]=[CH:11][C:6]=1[C:7]([OH:9])=[O:8]. The yield is 1.00. (5) The reactants are [CH3:1][C:2]1[CH:3]=[C:4]([NH:9][C:10]2[CH:11]=[CH:12][C:13]3[N:14]([C:16]([C:19]([O:21]CC)=[O:20])=[CH:17][N:18]=3)[N:15]=2)[CH:5]=[C:6]([CH3:8])[CH:7]=1.[Li+].[OH-].[OH-].[Na+]. The catalyst is C1COCC1.CO. The product is [CH3:1][C:2]1[CH:3]=[C:4]([NH:9][C:10]2[CH:11]=[CH:12][C:13]3[N:14]([C:16]([C:19]([OH:21])=[O:20])=[CH:17][N:18]=3)[N:15]=2)[CH:5]=[C:6]([CH3:8])[CH:7]=1. The yield is 0.810.